From a dataset of Acute oral toxicity (LD50) regression data from Zhu et al.. Regression/Classification. Given a drug SMILES string, predict its toxicity properties. Task type varies by dataset: regression for continuous values (e.g., LD50, hERG inhibition percentage) or binary classification for toxic/non-toxic outcomes (e.g., AMES mutagenicity, cardiotoxicity, hepatotoxicity). Dataset: ld50_zhu. (1) The drug is CN1CCC23NC(=O)CC(c4cc(Cl)ccc4O2)C3C1. The rat oral LD50 is 2.33, given as -log10 of the dose in mol/kg body weight (higher means more acutely toxic). (2) The compound is CNCCC=C1c2ccccc2CCc2sccc21. The rat oral LD50 is 2.73, given as -log10 of the dose in mol/kg body weight (higher means more acutely toxic). (3) The drug is ClC(Cl)(Cl)CC1CO1. The rat oral LD50 is 2.07, given as -log10 of the dose in mol/kg body weight (higher means more acutely toxic).